This data is from NCI-60 drug combinations with 297,098 pairs across 59 cell lines. The task is: Regression. Given two drug SMILES strings and cell line genomic features, predict the synergy score measuring deviation from expected non-interaction effect. Drug 1: CC1=C(C(CCC1)(C)C)C=CC(=CC=CC(=CC(=O)O)C)C. Drug 2: CC1=C(C(=O)C2=C(C1=O)N3CC4C(C3(C2COC(=O)N)OC)N4)N. Cell line: HL-60(TB). Synergy scores: CSS=78.0, Synergy_ZIP=-3.12, Synergy_Bliss=-3.49, Synergy_Loewe=0.896, Synergy_HSA=2.64.